From a dataset of Full USPTO retrosynthesis dataset with 1.9M reactions from patents (1976-2016). Predict the reactants needed to synthesize the given product. (1) Given the product [CH2:8]([C:5]1[N:4]=[CH:3][C:2]([B:10]2[O:14][C:13]([CH3:16])([CH3:15])[C:12]([CH3:18])([CH3:17])[O:11]2)=[CH:7][N:6]=1)[CH3:9], predict the reactants needed to synthesize it. The reactants are: Br[C:2]1[CH:3]=[N:4][C:5]([CH2:8][CH3:9])=[N:6][CH:7]=1.[B:10]1([B:10]2[O:14][C:13]([CH3:16])([CH3:15])[C:12]([CH3:18])([CH3:17])[O:11]2)[O:14][C:13]([CH3:16])([CH3:15])[C:12]([CH3:18])([CH3:17])[O:11]1.C([O-])(=O)C.[K+]. (2) Given the product [CH2:3]([NH:10][CH2:11][CH2:12][NH:13][C:14]1[N:15]=[N:16][C:17]([C:27]2[CH:28]=[CH:29][C:24]([F:23])=[CH:25][CH:26]=2)=[C:18]([CH3:21])[C:19]=1[CH3:20])[C:4]1[CH:9]=[CH:8][CH:7]=[CH:6][CH:5]=1, predict the reactants needed to synthesize it. The reactants are: N#N.[CH2:3]([NH:10][CH2:11][CH2:12][NH:13][C:14]1[N:15]=[N:16][C:17](Cl)=[C:18]([CH3:21])[C:19]=1[CH3:20])[C:4]1[CH:9]=[CH:8][CH:7]=[CH:6][CH:5]=1.[F:23][C:24]1[CH:29]=[CH:28][C:27](B(O)O)=[CH:26][CH:25]=1.[F-].[Cs+].